Dataset: Reaction yield outcomes from USPTO patents with 853,638 reactions. Task: Predict the reaction yield, written as a fraction of the theoretical maximum amount of product (1.0 means a 100% yield; for example, 0.34 means a 34% yield). (1) The reactants are [CH2:1]([O:8][C:9]1[CH:18]=[C:17]2[C:12]([CH:13]=[C:14]([CH:19]=[O:20])[CH:15]=[N:16]2)=[CH:11][CH:10]=1)[CH2:2][CH2:3][CH2:4][CH2:5][CH2:6][CH3:7].[CH3:21][Mg]I. The catalyst is C1COCC1. The product is [CH2:1]([O:8][C:9]1[CH:18]=[C:17]2[C:12]([CH:13]=[C:14]([CH:19]([OH:20])[CH3:21])[CH:15]=[N:16]2)=[CH:11][CH:10]=1)[CH2:2][CH2:3][CH2:4][CH2:5][CH2:6][CH3:7]. The yield is 0.800. (2) The reactants are Cl.Cl.Cl.[CH3:4][N:5]1[CH:9]=[C:8]([C:10]2[N:15]=[C:14]([C:16]3[CH:17]=[N:18][N:19]([C:21]4(CC#N)CN[CH2:22]4)[CH:20]=3)[N:13]3[CH:28]=[CH:29][N:30]=[C:12]3[CH:11]=2)[CH:7]=[N:6]1.[H-].[Na+].[CH3:33][S:34]CCCl. The catalyst is CN(C=O)C. The product is [CH3:4][N:5]1[CH:9]=[C:8]([C:10]2[N:15]=[C:14]([C:16]3[CH:17]=[N:18][N:19]([CH2:21][CH2:22][S:34][CH3:33])[CH:20]=3)[N:13]3[CH:28]=[CH:29][N:30]=[C:12]3[CH:11]=2)[CH:7]=[N:6]1. The yield is 0.470.